From a dataset of Peptide-MHC class I binding affinity with 185,985 pairs from IEDB/IMGT. Regression. Given a peptide amino acid sequence and an MHC pseudo amino acid sequence, predict their binding affinity value. This is MHC class I binding data. (1) The peptide sequence is DMKKKMEDSV. The MHC is HLA-A02:01 with pseudo-sequence HLA-A02:01. The binding affinity (normalized) is 0.111. (2) The peptide sequence is FLRGRAYGI. The MHC is Patr-B0101 with pseudo-sequence Patr-B0101. The binding affinity (normalized) is 0. (3) The peptide sequence is KAIIDTAQF. The MHC is HLA-B18:01 with pseudo-sequence HLA-B18:01. The binding affinity (normalized) is 0.0847.